This data is from Forward reaction prediction with 1.9M reactions from USPTO patents (1976-2016). The task is: Predict the product of the given reaction. Given the reactants [NH2:1][C:2]1[CH:7]=[CH:6][C:5]([Cl:8])=[CH:4][N:3]=1.C(OCC)C.C([Mg]Br)C=C.[C:19]([O:23][C:24]([N:26]1[CH2:31][CH2:30][CH:29]([O:32][C:33]2[CH:38]=[C:37]([N:39]3[CH2:43][CH2:42][CH2:41][CH2:40]3)[CH:36]=[CH:35][C:34]=2[C:44]2[O:45][C:46](=[O:54])[C:47]3[CH:53]=[CH:52][N:51]=[CH:50][C:48]=3[N:49]=2)[CH2:28][CH2:27]1)=[O:25])([CH3:22])([CH3:21])[CH3:20], predict the reaction product. The product is: [C:19]([O:23][C:24]([N:26]1[CH2:31][CH2:30][CH:29]([O:32][C:33]2[CH:38]=[C:37]([N:39]3[CH2:40][CH2:41][CH2:42][CH2:43]3)[CH:36]=[CH:35][C:34]=2[C:44]([NH:49][C:48]2[CH:50]=[N:51][CH:52]=[CH:53][C:47]=2[C:46]([NH:1][C:2]2[CH:7]=[CH:6][C:5]([Cl:8])=[CH:4][N:3]=2)=[O:54])=[O:45])[CH2:28][CH2:27]1)=[O:25])([CH3:22])([CH3:20])[CH3:21].